Dataset: CYP2D6 inhibition data for predicting drug metabolism from PubChem BioAssay. Task: Regression/Classification. Given a drug SMILES string, predict its absorption, distribution, metabolism, or excretion properties. Task type varies by dataset: regression for continuous measurements (e.g., permeability, clearance, half-life) or binary classification for categorical outcomes (e.g., BBB penetration, CYP inhibition). Dataset: cyp2d6_veith. The molecule is C/C(Cl)=C\Cn1c(N2CCCC2)nc2c1c(=O)[nH]c(=O)n2C. The result is 0 (non-inhibitor).